Dataset: Forward reaction prediction with 1.9M reactions from USPTO patents (1976-2016). Task: Predict the product of the given reaction. (1) Given the reactants [NH2:1][C:2]1[N:11]=[CH:10][C:9]([C:12]2[CH:17]=[CH:16][C:15]([C:18]3[CH:19]=[N:20][N:21]([CH3:23])[CH:22]=3)=[CH:14][CH:13]=2)=[C:8]2[C:3]=1[CH:4]=[CH:5][C:6]([C:24]([N:26]1[CH2:31][CH2:30][N:29](C(OC(C)(C)C)=O)[CH2:28][CH2:27]1)=[O:25])=[N:7]2.FC(F)(F)C(O)=O, predict the reaction product. The product is: [NH2:1][C:2]1[N:11]=[CH:10][C:9]([C:12]2[CH:13]=[CH:14][C:15]([C:18]3[CH:19]=[N:20][N:21]([CH3:23])[CH:22]=3)=[CH:16][CH:17]=2)=[C:8]2[C:3]=1[CH:4]=[CH:5][C:6]([C:24]([N:26]1[CH2:31][CH2:30][NH:29][CH2:28][CH2:27]1)=[O:25])=[N:7]2. (2) Given the reactants [F:1][C:2]([F:13])([F:12])[C:3]([C:8]([F:11])([F:10])[F:9])([OH:7])C([O-])=[O:5].[K+].C(=O)([O-])[O-].[K+].[K+].BrBr, predict the reaction product. The product is: [OH2:5].[F:1][C:2]([F:13])([F:12])[C:3]([C:8]([F:11])([F:10])[F:9])=[O:7].